Dataset: Catalyst prediction with 721,799 reactions and 888 catalyst types from USPTO. Task: Predict which catalyst facilitates the given reaction. (1) Reactant: [Cl:1][C:2]1[CH:7]=[CH:6][C:5]([S:8]([NH:11][C:12]2[C:13]([C:18](O)=[O:19])=[N:14][CH:15]=[CH:16][N:17]=2)(=[O:10])=[O:9])=[CH:4][C:3]=1[C:21]([F:24])([F:23])[F:22].[NH:25]1[CH2:30][CH2:29][O:28][CH2:27][CH2:26]1.CCN(C(C)C)C(C)C.CCCP1(OP(CCC)(=O)OP(CCC)(=O)O1)=O. Product: [Cl:1][C:2]1[CH:7]=[CH:6][C:5]([S:8]([NH:11][C:12]2[C:13]([C:18]([N:25]3[CH2:30][CH2:29][O:28][CH2:27][CH2:26]3)=[O:19])=[N:14][CH:15]=[CH:16][N:17]=2)(=[O:9])=[O:10])=[CH:4][C:3]=1[C:21]([F:24])([F:22])[F:23]. The catalyst class is: 2. (2) Product: [CH3:9][C:4]1[C:3]([CH3:10])=[C:2]([S:12][CH3:11])[N:7]=[N:6][C:5]=1[NH2:8]. The catalyst class is: 8. Reactant: Cl[C:2]1[N:7]=[N:6][C:5]([NH2:8])=[C:4]([CH3:9])[C:3]=1[CH3:10].[CH3:11][S-:12].[Na+]. (3) Reactant: [OH:1][C:2]1[CH:3]=[C:4]2[C:9](=[CH:10][CH:11]=1)[CH:8]=[C:7]([C:12]([OH:14])=O)[CH:6]=[CH:5]2.[CH3:15][O:16][C:17](=[O:27])[CH:18]([CH2:20][C:21]1[CH:26]=[CH:25][CH:24]=[CH:23][CH:22]=1)[NH2:19].ON1C2C=CC=CC=2N=N1.C(N=C=NCCCN(C)C)C. Product: [CH3:15][O:16][C:17](=[O:27])[C@H:18]([CH2:20][C:21]1[CH:26]=[CH:25][CH:24]=[CH:23][CH:22]=1)[NH:19][C:12]([C:7]1[CH:6]=[CH:5][C:4]2[C:9](=[CH:10][CH:11]=[C:2]([OH:1])[CH:3]=2)[CH:8]=1)=[O:14]. The catalyst class is: 289.